This data is from Reaction yield outcomes from USPTO patents with 853,638 reactions. The task is: Predict the reaction yield, written as a fraction of the theoretical maximum amount of product (1.0 means a 100% yield; for example, 0.34 means a 34% yield). (1) The product is [Si:1]([O:18][CH2:19][CH2:20][CH2:21][CH2:22][CH2:23][N:24]([CH:25]([CH3:27])[CH3:26])[C:28](=[O:35])[CH2:29][CH2:30][CH2:31][CH2:32][CH2:33][CH3:34])([C:14]([CH3:16])([CH3:17])[CH3:15])([C:8]1[CH:9]=[CH:10][CH:11]=[CH:12][CH:13]=1)[C:2]1[CH:3]=[CH:4][CH:5]=[CH:6][CH:7]=1. No catalyst specified. The yield is 0.790. The reactants are [Si:1]([O:18][CH2:19][CH2:20][CH2:21][CH2:22][CH2:23][NH:24][CH:25]([CH3:27])[CH3:26])([C:14]([CH3:17])([CH3:16])[CH3:15])([C:8]1[CH:13]=[CH:12][CH:11]=[CH:10][CH:9]=1)[C:2]1[CH:7]=[CH:6][CH:5]=[CH:4][CH:3]=1.[C:28](O)(=[O:35])[CH2:29][CH2:30][CH2:31][CH2:32][CH2:33][CH3:34]. (2) The reactants are Br[C:2]1[CH:7]=[CH:6][C:5]([O:8][CH:9]([CH3:11])[CH3:10])=[CH:4][N:3]=1.[I-:12].[Na+].CN[C@@H]1CCCC[C@H]1NC. The catalyst is O1CCOCC1.[Cu](I)I. The product is [I:12][C:2]1[CH:7]=[CH:6][C:5]([O:8][CH:9]([CH3:11])[CH3:10])=[CH:4][N:3]=1. The yield is 0.580. (3) The reactants are N#N.Br[C:4]1[N:9]=[C:8]([C:10]2[CH:14]=[C:13]([CH3:15])[NH:12][C:11]=2[CH3:16])[CH:7]=[CH:6][CH:5]=1.C([Li])CCC.[CH2:22]([N:29]1[CH2:35][CH:34]2[C:36](=[O:37])[CH:31]([CH2:32][CH2:33]2)[CH2:30]1)[C:23]1[CH:28]=[CH:27][CH:26]=[CH:25][CH:24]=1.[CH3:38][CH2:39][CH2:40][CH2:41][CH2:42][CH3:43]. The catalyst is O1CCCC1. The product is [CH3:16][C:11]1[NH:12][C:13]([CH3:15])=[CH:14][C:10]=1[C:8]1[N:9]=[C:4]([C:40]2[CH:39]=[CH:38][C:43]([C:36]3([OH:37])[CH:34]4[CH2:33][CH2:32][CH:31]3[CH2:30][N:29]([CH2:22][C:23]3[CH:24]=[CH:25][CH:26]=[CH:27][CH:28]=3)[CH2:35]4)=[CH:42][CH:41]=2)[CH:5]=[CH:6][CH:7]=1. The yield is 0.160.